Dataset: Rat liver microsome stability data. Task: Regression/Classification. Given a drug SMILES string, predict its absorption, distribution, metabolism, or excretion properties. Task type varies by dataset: regression for continuous measurements (e.g., permeability, clearance, half-life) or binary classification for categorical outcomes (e.g., BBB penetration, CYP inhibition). Dataset: rlm. (1) The compound is Cc1cc(C=CC#N)cc(C)c1Nc1ccnc(Nc2ccc(C#N)cc2)n1. The result is 0 (unstable in rat liver microsomes). (2) The drug is CCN1CCCC1CNC(=O)c1cc(S(=O)(=O)CC)c(N)cc1OC. The result is 0 (unstable in rat liver microsomes).